Dataset: Catalyst prediction with 721,799 reactions and 888 catalyst types from USPTO. Task: Predict which catalyst facilitates the given reaction. Reactant: [F:1][C:2]([F:18])([F:17])[C:3]([NH:5][C@H:6]1[C:15]2[C:10](=[CH:11][CH:12]=[CH:13][CH:14]=2)[C@H:9]([OH:16])[CH2:8][CH2:7]1)=[O:4].N1C=CN=C1.CN(C=O)C.[C:29]([Si:33](Cl)([C:40]1[CH:45]=[CH:44][CH:43]=[CH:42][CH:41]=1)[C:34]1[CH:39]=[CH:38][CH:37]=[CH:36][CH:35]=1)([CH3:32])([CH3:31])[CH3:30]. Product: [Si:33]([O:16][C@H:9]1[C:10]2[C:15](=[CH:14][CH:13]=[CH:12][CH:11]=2)[C@H:6]([NH:5][C:3](=[O:4])[C:2]([F:17])([F:18])[F:1])[CH2:7][CH2:8]1)([C:29]([CH3:32])([CH3:31])[CH3:30])([C:40]1[CH:41]=[CH:42][CH:43]=[CH:44][CH:45]=1)[C:34]1[CH:39]=[CH:38][CH:37]=[CH:36][CH:35]=1. The catalyst class is: 25.